Predict the reaction yield, written as a fraction of the theoretical maximum amount of product (1.0 means a 100% yield; for example, 0.34 means a 34% yield). From a dataset of Reaction yield outcomes from USPTO patents with 853,638 reactions. (1) The reactants are [H-].C([Al+]CC(C)C)C(C)C.[Cl:11][C:12]1[CH:19]=[C:18]([OH:20])[CH:17]=[CH:16][C:13]=1[C:14]#N.Cl.[O:22]1CCCC1. The catalyst is O. The product is [Cl:11][C:12]1[CH:19]=[C:18]([OH:20])[CH:17]=[CH:16][C:13]=1[CH:14]=[O:22]. The yield is 0.840. (2) The reactants are [NH2:1][C:2]1[CH:3]=[C:4]([N:11]2[CH2:16][CH2:15][N:14]([C:17]([C:19]3[CH:24]=[CH:23][CH:22]=[CH:21][C:20]=3[C:25]([F:28])([F:27])[F:26])=[O:18])[CH2:13][CH2:12]2)[CH:5]=[CH:6][C:7]=1[N+:8]([O-])=O.NN. The catalyst is [Ni]. The product is [NH2:1][C:2]1[CH:3]=[C:4]([N:11]2[CH2:12][CH2:13][N:14]([C:17]([C:19]3[CH:24]=[CH:23][CH:22]=[CH:21][C:20]=3[C:25]([F:28])([F:27])[F:26])=[O:18])[CH2:15][CH2:16]2)[CH:5]=[CH:6][C:7]=1[NH2:8]. The yield is 0.880.